Dataset: Forward reaction prediction with 1.9M reactions from USPTO patents (1976-2016). Task: Predict the product of the given reaction. (1) Given the reactants CS(C1C=C(C2N=[C:15]([O:17]C)N=C(NCCC3C=CC(OC)=CC=3)C=2)C=CC=1)(=O)=O.[Cl:30]C1C=C(Cl)C=CC=1CCNC1N=C(OC)N=C(C2C=C(C=CC=2)OCC#N)C=1.[Cl:59][C:60]1[CH:65]=[CH:64][CH:63]=[C:62]([F:66])[C:61]=1[CH2:67][CH2:68][NH:69][C:70]1[N:75]=[C:74]([O:76][CH3:77])[N:73]=[C:72]([C:78]2[CH:79]=[C:80]([CH:87]=[CH:88][CH:89]=2)[O:81][CH2:82][C:83]([NH:85][OH:86])=[NH:84])[CH:71]=1.ClC1C=C(Cl)C=CC=1CCNC1N=C(OC)N=C(C2C=C(C=CC=2)OCC(NO)=N)C=1, predict the reaction product. The product is: [ClH:30].[Cl:59][C:60]1[CH:65]=[CH:64][CH:63]=[C:62]([F:66])[C:61]=1[CH2:67][CH2:68][NH:69][C:70]1[N:75]=[C:74]([O:76][CH3:77])[N:73]=[C:72]([C:78]2[CH:79]=[C:80]([CH:87]=[CH:88][CH:89]=2)[O:81][CH2:82][C:83]2[NH:84][C:15](=[O:17])[O:86][N:85]=2)[CH:71]=1. (2) Given the reactants [Br:1][C:2]1[CH:7]=[CH:6][C:5]([OH:8])=[C:4]([CH:9]2[CH2:13][CH2:12][CH2:11][CH2:10]2)[CH:3]=1.C(N(CC)CC)C.Cl[C:22]([O:24][CH3:25])=[O:23], predict the reaction product. The product is: [C:22](=[O:23])([O:24][CH3:25])[O:8][C:5]1[CH:6]=[CH:7][C:2]([Br:1])=[CH:3][C:4]=1[CH:9]1[CH2:13][CH2:12][CH2:11][CH2:10]1. (3) Given the reactants [CH2:1]([O:8][C:9](=[O:33])[C@@H:10]([NH:25][C:26]([O:28][C:29]([CH3:32])([CH3:31])[CH3:30])=[O:27])[CH2:11][CH2:12][C:13](=[O:24])[NH:14][C:15]1[CH:20]=[C:19]([Cl:21])[C:18]([Cl:22])=[CH:17][C:16]=1[NH2:23])[C:2]1[CH:7]=[CH:6][CH:5]=[CH:4][CH:3]=1.[CH:34](=O)[CH2:35][CH3:36].[C:38](O[BH-](OC(=O)C)OC(=O)C)(=O)[CH3:39].[Na+].[OH-].[Na+], predict the reaction product. The product is: [CH2:1]([O:8][C:9](=[O:33])[CH:10]([NH:25][C:26]([O:28][C:29]([CH3:30])([CH3:32])[CH3:31])=[O:27])[CH2:11][CH2:12][C:13](=[O:24])[NH:14][C:15]1[CH:20]=[C:19]([Cl:21])[C:18]([Cl:22])=[CH:17][C:16]=1[NH:23][CH2:36][CH2:35][CH2:34][CH2:38][CH3:39])[C:2]1[CH:3]=[CH:4][CH:5]=[CH:6][CH:7]=1. (4) Given the reactants [ClH:1].C(OC([N:9]1[CH2:14][CH2:13][N:12]([C:15]2[CH:20]=[CH:19][C:18]([C@@H:21]([N:23](C(OC(C)(C)C)=O)[CH2:24][CH2:25][C:26]3[CH:31]=[C:30]([O:32][CH3:33])[C:29]([NH:34][C:35]([NH:37][C:38]4[CH:43]=[N:42][C:41]([C:44]#[N:45])=[CH:40][N:39]=4)=[O:36])=[CH:28][C:27]=3[Cl:46])[CH3:22])=[CH:17][CH:16]=2)[CH2:11][CH2:10]1)=O)(C)(C)C.C(OCC)C, predict the reaction product. The product is: [ClH:46].[ClH:1].[Cl:46][C:27]1[C:26]([CH2:25][CH2:24][NH:23][C@H:21]([C:18]2[CH:19]=[CH:20][C:15]([N:12]3[CH2:13][CH2:14][NH:9][CH2:10][CH2:11]3)=[CH:16][CH:17]=2)[CH3:22])=[CH:31][C:30]([O:32][CH3:33])=[C:29]([NH:34][C:35]([NH:37][C:38]2[CH:43]=[N:42][C:41]([C:44]#[N:45])=[CH:40][N:39]=2)=[O:36])[CH:28]=1.